Task: Predict the product of the given reaction.. Dataset: Forward reaction prediction with 1.9M reactions from USPTO patents (1976-2016) (1) Given the reactants Br[C:2]1[CH:11]=[CH:10][CH:9]=[CH:8][C:3]=1[C:4]([O:6][CH3:7])=[O:5].[Cl-].[CH:13]1([Zn+])[CH2:16][CH2:15][CH2:14]1.C(=O)(O)[O-].[Na+], predict the reaction product. The product is: [CH:13]1([C:2]2[CH:11]=[CH:10][CH:9]=[CH:8][C:3]=2[C:4]([O:6][CH3:7])=[O:5])[CH2:16][CH2:15][CH2:14]1. (2) Given the reactants [CH:1]([S:3]([N:6]1[CH2:27][CH2:26][C:9]2([N:13]=[C:12]([C:14]3[CH:19]=[CH:18][C:17]([F:20])=[C:16]([C:21]([F:24])([F:23])[F:22])[CH:15]=3)[NH:11][C:10]2=[O:25])[CH2:8][CH2:7]1)(=[O:5])=[O:4])=[CH2:2].Br[C:29]1[C:41]([CH3:42])=[CH:40][C:32]([O:33][CH2:34][CH2:35][CH:36]([OH:39])[CH2:37][OH:38])=[CH:31][C:30]=1[CH3:43].F[B-](F)(F)F.C(P(C(C)(C)C)C(C)(C)C)(C)(C)C.CN(C1CCCCC1)C1CCCCC1.[NH4+].[Cl-], predict the reaction product. The product is: [OH:39][CH:36]([CH2:37][OH:38])[CH2:35][CH2:34][O:33][C:32]1[CH:31]=[C:30]([CH3:43])[C:29](/[CH:2]=[CH:1]/[S:3]([N:6]2[CH2:7][CH2:8][C:9]3([N:13]=[C:12]([C:14]4[CH:19]=[CH:18][C:17]([F:20])=[C:16]([C:21]([F:22])([F:23])[F:24])[CH:15]=4)[NH:11][C:10]3=[O:25])[CH2:26][CH2:27]2)(=[O:5])=[O:4])=[C:41]([CH3:42])[CH:40]=1. (3) Given the reactants [CH3:1][O:2][C:3]([NH:5][C@H:6]([C:20]([NH:22][CH2:23][CH2:24][C:25]([F:49])([F:48])[CH2:26][C@@H:27]([C:43]([O:45][CH2:46][CH3:47])=[O:44])[N:28](C(OC(C)(C)C)=O)C(OC(C)(C)C)=O)=[O:21])[CH:7]([C:14]1[CH:19]=[CH:18][CH:17]=[CH:16][CH:15]=1)[C:8]1[CH:13]=[CH:12][CH:11]=[CH:10][CH:9]=1)=[O:4].C1(OC)C=CC=CC=1.C(O)(C(F)(F)F)=O.C([O-])(O)=O.[Na+], predict the reaction product. The product is: [CH3:1][O:2][C:3]([NH:5][C@H:6]([C:20]([NH:22][CH2:23][CH2:24][C:25]([F:48])([F:49])[CH2:26][C@@H:27]([C:43]([O:45][CH2:46][CH3:47])=[O:44])[NH2:28])=[O:21])[CH:7]([C:14]1[CH:19]=[CH:18][CH:17]=[CH:16][CH:15]=1)[C:8]1[CH:9]=[CH:10][CH:11]=[CH:12][CH:13]=1)=[O:4]. (4) Given the reactants [Cl:1][C:2]1[CH:9]=[C:8]([N:10]([CH2:16][C:17]2[CH:22]=[C:21]([F:23])[CH:20]=[CH:19][C:18]=2[CH3:24])[C@H:11]2[CH2:15][CH2:14][NH:13][CH2:12]2)[CH:7]=[CH:6][C:3]=1[C:4]#[N:5].[F:25][C:26]([F:34])([F:33])[CH2:27][CH2:28][S:29](Cl)(=[O:31])=[O:30], predict the reaction product. The product is: [Cl:1][C:2]1[CH:9]=[C:8]([N:10]([CH2:16][C:17]2[CH:22]=[C:21]([F:23])[CH:20]=[CH:19][C:18]=2[CH3:24])[C@H:11]2[CH2:15][CH2:14][N:13]([S:29]([CH2:28][CH2:27][C:26]([F:34])([F:33])[F:25])(=[O:31])=[O:30])[CH2:12]2)[CH:7]=[CH:6][C:3]=1[C:4]#[N:5]. (5) Given the reactants [Cl:1][C:2]1[CH:7]=[CH:6][C:5]([C:8]2[N:9]=[C:10]([N:17]3[CH:21]=[CH:20][N:19]=[C:18]3[CH3:22])[O:11][C:12]=2[CH2:13][CH2:14][CH2:15][OH:16])=[CH:4][CH:3]=1.O[C:24]1[CH:29]=[CH:28][C:27]([CH2:30][C:31]([O:33][CH3:34])=[O:32])=[CH:26][CH:25]=1.C(P(CCCC)CCCC)CCC.N(C(N1CCCCC1)=O)=NC(N1CCCCC1)=O, predict the reaction product. The product is: [Cl:1][C:2]1[CH:3]=[CH:4][C:5]([C:8]2[N:9]=[C:10]([N:17]3[CH:21]=[CH:20][N:19]=[C:18]3[CH3:22])[O:11][C:12]=2[CH2:13][CH2:14][CH2:15][O:16][C:24]2[CH:29]=[CH:28][C:27]([CH2:30][C:31]([O:33][CH3:34])=[O:32])=[CH:26][CH:25]=2)=[CH:6][CH:7]=1. (6) The product is: [CH3:3][CH:11]([C:10](=[O:9])[CH3:19])[C:12]([O:14][C:15]([CH3:18])([CH3:17])[CH3:16])=[O:13]. Given the reactants CI.[C:3]([O-])([O-])=O.[K+].[K+].[O:9]=[C:10]([CH3:19])[CH2:11][C:12]([O:14][C:15]([CH3:18])([CH3:17])[CH3:16])=[O:13], predict the reaction product. (7) The product is: [CH:1]1([CH2:4][O:5][C:6]2[CH:23]=[CH:22][C:9]([C:10]3[O:19][C:18]4[CH:17]=[C:16]([OH:20])[CH:15]=[C:14]([F:21])[C:13]=4[N:12]=3)=[CH:8][C:7]=2[F:24])[CH2:3][CH2:2]1. Given the reactants [CH:1]1([CH2:4][O:5][C:6]2[CH:23]=[CH:22][C:9]([C:10]([NH:12][C:13]3[C:18]([OH:19])=[CH:17][C:16]([OH:20])=[CH:15][C:14]=3[F:21])=O)=[CH:8][C:7]=2[F:24])[CH2:3][CH2:2]1.ClC(Cl)(Cl)C(Cl)(Cl)Cl.C1(P(C2C=CC=CC=2)C2C=CC=CC=2)C=CC=CC=1.C(N(CC)CC)C, predict the reaction product.